This data is from hERG Central: cardiac toxicity at 1µM, 10µM, and general inhibition. The task is: Predict hERG channel inhibition at various concentrations. (1) The drug is CCOc1ccccc1C(=O)NC(C)c1ccc(-n2ccnc2)cc1. Results: hERG_inhib (hERG inhibition (general)): blocker. (2) The drug is CCCCOc1ccccc1N1CCN(CCCN2C(=O)C3CCCN3C2=O)CC1.Cl. Results: hERG_inhib (hERG inhibition (general)): blocker.